This data is from Full USPTO retrosynthesis dataset with 1.9M reactions from patents (1976-2016). The task is: Predict the reactants needed to synthesize the given product. (1) Given the product [F:1][CH2:2][C@:3]1([C:18]([OH:20])=[O:19])[CH:7]([CH3:8])[C:6](=[O:9])[N:5]([C@@H:10]([C:12]2[CH:17]=[CH:16][CH:15]=[CH:14][CH:13]=2)[CH3:11])[CH2:4]1, predict the reactants needed to synthesize it. The reactants are: [F:1][CH2:2][C@:3]1([C:18]([O:20]C(C)(C)C)=[O:19])[CH:7]([CH3:8])[C:6](=[O:9])[N:5]([C@@H:10]([C:12]2[CH:17]=[CH:16][CH:15]=[CH:14][CH:13]=2)[CH3:11])[CH2:4]1. (2) Given the product [OH:4][CH2:5][CH2:6][CH2:7][CH2:8][CH2:9][CH:10]1[CH2:15][CH2:14][CH2:13][N:12]([C:19]([O:21][CH2:22][C:23]2[CH:28]=[CH:27][CH:26]=[CH:25][CH:24]=2)=[O:20])[CH2:11]1, predict the reactants needed to synthesize it. The reactants are: C([O:4][CH2:5][CH2:6][CH2:7][CH2:8][CH2:9][CH:10]1[CH2:15][CH2:14][CH2:13][NH:12][CH2:11]1)(=O)C.[OH-].[K+].Cl[C:19]([O:21][CH2:22][C:23]1[CH:28]=[CH:27][CH:26]=[CH:25][CH:24]=1)=[O:20]. (3) Given the product [CH3:29][CH:28]([CH3:30])[C@H:26]([N:27]1[CH2:2][C:3]2[C:4](=[CH:5][C:6]([C:9]3[CH:10]=[CH:11][C:12]([N+:15]([O-:17])=[O:16])=[CH:13][CH:14]=3)=[CH:7][CH:8]=2)[C:18]1=[O:20])[C:25]([O:24][CH3:23])=[O:31], predict the reactants needed to synthesize it. The reactants are: Br[CH2:2][C:3]1[CH:8]=[CH:7][C:6]([C:9]2[CH:14]=[CH:13][C:12]([N+:15]([O-:17])=[O:16])=[CH:11][CH:10]=2)=[CH:5][C:4]=1[C:18]([O:20]C)=O.Cl.[CH3:23][O:24][C:25](=[O:31])[C@H:26]([CH:28]([CH3:30])[CH3:29])[NH2:27].C(N(CC)CC)C.